From a dataset of Forward reaction prediction with 1.9M reactions from USPTO patents (1976-2016). Predict the product of the given reaction. (1) Given the reactants [CH3:1][C:2]1([CH3:20])[CH:11]([C:12](=O)[C:13]([O:15][CH2:16][CH3:17])=[O:14])[C:10](=O)[C:9]2[C:4](=[CH:5][CH:6]=[CH:7][CH:8]=2)[O:3]1.[CH3:21][NH:22][NH2:23], predict the reaction product. The product is: [CH3:21][N:22]1[C:10]2[C:9]3[CH:8]=[CH:7][CH:6]=[CH:5][C:4]=3[O:3][C:2]([CH3:20])([CH3:1])[C:11]=2[C:12]([C:13]([O:15][CH2:16][CH3:17])=[O:14])=[N:23]1. (2) Given the reactants COC([C:5]1[C:13]2[C:8](=[CH:9][C:10]([Br:14])=[CH:11][CH:12]=2)[N:7]([CH3:15])[CH:6]=1)=O.[CH3:16][O:17][C:18](C1NC2C(C=1)=CC=C(Br)C=2)=[O:19], predict the reaction product. The product is: [CH3:16][O:17][C:18]([C:6]1[N:7]([CH3:15])[C:8]2[C:13]([CH:5]=1)=[CH:12][CH:11]=[C:10]([Br:14])[CH:9]=2)=[O:19]. (3) Given the reactants [C:1]([O:5][C:6]([N:8]1[CH2:13][CH2:12][N:11]([C:14]2[N:19]=[C:18](Cl)[N:17]=[C:16]([Cl:21])[N:15]=2)[CH2:10][CH2:9]1)=[O:7])([CH3:4])([CH3:3])[CH3:2].[S:22]1[CH:26]=[CH:25][C:24](B(O)O)=[CH:23]1.[F-].[K+], predict the reaction product. The product is: [C:1]([O:5][C:6]([N:8]1[CH2:9][CH2:10][N:11]([C:14]2[N:15]=[C:16]([Cl:21])[N:17]=[C:18]([C:24]3[CH:25]=[CH:26][S:22][CH:23]=3)[N:19]=2)[CH2:12][CH2:13]1)=[O:7])([CH3:4])([CH3:3])[CH3:2].